This data is from Experimentally validated miRNA-target interactions with 360,000+ pairs, plus equal number of negative samples. The task is: Binary Classification. Given a miRNA mature sequence and a target amino acid sequence, predict their likelihood of interaction. (1) The miRNA is hsa-miR-6792-5p with sequence GUAAGCAGGGGCUCUGGGUGA. The protein sequence of the target gene is MAQLGAVVAVASSFFCASLFSAVHKIEEGHIGVYYRGGALLTSTSGPGFHLMLPFITSYKSVQTTLQTDEVKNVPCGTSGGVMIYFDRIEVVNFLVPNAVYDIVKNYTADYDKALIFNKIHHELNQFCSVHTLQEVYIELFDQIDENLKLALQQDLTSMAPGLVIQAVRVTKPNIPEAIRRNYELMESEKTKLLIAAQKQKVVEKEAETERKKALIEAEKVAQVAEITYGQKVMEKETEKKISEIEDAAFLAREKAKADAECYTALKIAEANKLKLTPEYLQLMKYKAIASNSKIYFGKD.... Result: 0 (no interaction). (2) The protein sequence of the target gene is MASASSSRAGVALPFEKSQLTLKVVSAKPKVHNRQPRINSYVEVAVDGLPSETKKTGKRIGSSELLWNEIIVLNVTAQSHLDLKVWSCHTLRNELLGTASVNLSNVLKNNGGKMENTQLTLNLQTENKGSVVSGGELTIFLDGPTVDLGSVPNGSAVTDGSQPPSRESSGTAIAPETRHQPPSTNCFGGRSRTHRHSGGSARTATAASEQSPGARNRHRQPVKNSSSSGLANGTVNEEPTPASEPEESSVVGVTSLPAAALSVSSNPNTTSLPAQSTPAEGEEASTSGTQQLPAAAQAPD.... The miRNA is mmu-miR-362-3p with sequence AACACACCUGUUCAAGGAUUCA. Result: 1 (interaction).